From a dataset of Catalyst prediction with 721,799 reactions and 888 catalyst types from USPTO. Predict which catalyst facilitates the given reaction. (1) Reactant: [H-].[Al+3].[Li+].[H-].[H-].[H-].[CH2:7]([C:12]1[CH:13]=[C:14]([CH:17]=[CH:18][CH:19]=1)[C:15]#[N:16])[CH2:8][CH2:9][CH2:10][CH3:11].[OH-].[Na+]. Product: [CH2:7]([C:12]1[CH:13]=[C:14]([CH:17]=[CH:18][CH:19]=1)[CH2:15][NH2:16])[CH2:8][CH2:9][CH2:10][CH3:11]. The catalyst class is: 1. (2) Reactant: [CH3:1][O:2][CH:3]([O:21][CH3:22])[CH2:4][N:5]1[C:10]([C:11]([O:13][CH3:14])=[O:12])=[C:9]([O:15][CH3:16])[C:8](=[O:17])[C:7]([C:18]([OH:20])=O)=[CH:6]1.C(N(CC)C(C)C)(C)C.[F:32][C:33]1[CH:38]=[CH:37][C:36]([C@H:39]([NH2:41])[CH3:40])=[CH:35][CH:34]=1.CN(C(ON1N=NC2C=CC=NC1=2)=[N+](C)C)C.F[P-](F)(F)(F)(F)F. Product: [CH3:22][O:21][CH:3]([O:2][CH3:1])[CH2:4][N:5]1[CH:6]=[C:7]([C:18](=[O:20])[NH:41][C@@H:39]([C:36]2[CH:37]=[CH:38][C:33]([F:32])=[CH:34][CH:35]=2)[CH3:40])[C:8](=[O:17])[C:9]([O:15][CH3:16])=[C:10]1[C:11]([O:13][CH3:14])=[O:12]. The catalyst class is: 10. (3) Reactant: [C:1]([N:8]1[CH2:12][CH2:11][CH:10]([OH:13])[CH2:9]1)([O:3][C:4]([CH3:7])([CH3:6])[CH3:5])=[O:2].CCN(CC)CC.[CH3:21][S:22](Cl)(=[O:24])=[O:23]. Product: [C:1]([N:8]1[CH2:12][CH2:11][CH:10]([O:13][S:22]([CH3:21])(=[O:24])=[O:23])[CH2:9]1)([O:3][C:4]([CH3:7])([CH3:6])[CH3:5])=[O:2]. The catalyst class is: 2. (4) Reactant: CS[C:3](=[N:7][C:8]1[CH:13]=[CH:12][CH:11]=[CH:10][C:9]=1[F:14])[CH:4]([CH3:6])[CH3:5].[C:15]1([C:25]2[CH:30]=[CH:29][CH:28]=[CH:27][CH:26]=2)[CH:20]=[CH:19][C:18]([C:21]([NH:23][NH2:24])=O)=[CH:17][CH:16]=1. Product: [C:15]1([C:25]2[CH:30]=[CH:29][CH:28]=[CH:27][CH:26]=2)[CH:20]=[CH:19][C:18]([C:21]2[N:7]([C:8]3[CH:13]=[CH:12][CH:11]=[CH:10][C:9]=3[F:14])[C:3]([CH:4]([CH3:6])[CH3:5])=[N:24][N:23]=2)=[CH:17][CH:16]=1. The catalyst class is: 9. (5) Reactant: [C:1]([O:5][C:6]([N:8]1[CH2:13][CH2:12][CH:11]([CH2:14][NH2:15])[CH2:10][CH2:9]1)=[O:7])([CH3:4])([CH3:3])[CH3:2].Br[C:17]1[CH:22]=[CH:21][C:20]([Cl:23])=[CH:19][CH:18]=1.CC(C)([O-])C.[Na+].C1(P(C2C=CC=CC=2)C2C3OC4C(=CC=CC=4P(C4C=CC=CC=4)C4C=CC=CC=4)C(C)(C)C=3C=CC=2)C=CC=CC=1.C(=O)([O-])O.[Na+]. Product: [C:1]([O:5][C:6]([N:8]1[CH2:13][CH2:12][CH:11]([CH2:14][NH:15][C:17]2[CH:22]=[CH:21][C:20]([Cl:23])=[CH:19][CH:18]=2)[CH2:10][CH2:9]1)=[O:7])([CH3:4])([CH3:3])[CH3:2]. The catalyst class is: 101. (6) Reactant: [F:1][C:2]1[CH:3]=[C:4]([CH:42]=[CH:43][CH:44]=1)[CH2:5][N:6]1[CH:10]=[C:9]([C:11]2[C:19]3[C:14](=[N:15][CH:16]=[C:17]([C:20]4[CH:25]=[CH:24][C:23]([N:26]5[CH2:31][CH2:30][N:29]([C:32]([O:34][C:35]([CH3:38])([CH3:37])[CH3:36])=[O:33])[CH2:28][CH2:27]5)=[C:22]([N+:39]([O-])=O)[CH:21]=4)[CH:18]=3)[NH:13][CH:12]=2)[CH:8]=[N:7]1. Product: [NH2:39][C:22]1[CH:21]=[C:20]([C:17]2[CH:18]=[C:19]3[C:11]([C:9]4[CH:8]=[N:7][N:6]([CH2:5][C:4]5[CH:42]=[CH:43][CH:44]=[C:2]([F:1])[CH:3]=5)[CH:10]=4)=[CH:12][NH:13][C:14]3=[N:15][CH:16]=2)[CH:25]=[CH:24][C:23]=1[N:26]1[CH2:27][CH2:28][N:29]([C:32]([O:34][C:35]([CH3:38])([CH3:37])[CH3:36])=[O:33])[CH2:30][CH2:31]1. The catalyst class is: 43. (7) Reactant: [CH3:1][C:2]1[CH:3]=[CH:4][C:5]([CH2:8][C:9]2[CH:14]=[CH:13][C:12]([OH:15])=[CH:11][CH:10]=2)=[N:6][CH:7]=1.[N:16]1[CH:21]=[CH:20][CH:19]=[CH:18][C:17]=1[N:22]1[CH2:27][CH2:26][N:25]([C:28](Cl)=[O:29])[CH2:24][CH2:23]1. Product: [CH3:1][C:2]1[CH:3]=[CH:4][C:5]([CH2:8][C:9]2[CH:10]=[CH:11][C:12]([O:15][C:28]([N:25]3[CH2:24][CH2:23][N:22]([C:17]4[CH:18]=[CH:19][CH:20]=[CH:21][N:16]=4)[CH2:27][CH2:26]3)=[O:29])=[CH:13][CH:14]=2)=[N:6][CH:7]=1. The catalyst class is: 17. (8) Reactant: C(OC([N:8]1[CH2:13][CH2:12][N:11]([C:14]2[O:15][C:16]3[C:22]([CH2:23][OH:24])=[CH:21][C:20]([Cl:25])=[CH:19][C:17]=3[N:18]=2)[C@@H:10]([CH3:26])[CH2:9]1)=O)(C)(C)C.FC(F)(F)C(O)=O.C(=O)([O-])O.[Na+]. Product: [Cl:25][C:20]1[CH:21]=[C:22]([CH2:23][OH:24])[C:16]2[O:15][C:14]([N:11]3[CH2:12][CH2:13][NH:8][CH2:9][C@@H:10]3[CH3:26])=[N:18][C:17]=2[CH:19]=1. The catalyst class is: 4. (9) Reactant: [CH3:1][O:2][C:3]1[CH:4]=[C:5]([NH:11][C:12]2[C:17]([C:18]3[NH:22][C:21]([NH:23][C:24]4[CH:29]=[CH:28][CH:27]=[C:26]([N+:30]([O-])=O)[CH:25]=4)=[N:20][N:19]=3)=[CH:16][CH:15]=[CH:14][N:13]=2)[CH:6]=[C:7]([O:9][CH3:10])[CH:8]=1. Product: [CH3:1][O:2][C:3]1[CH:4]=[C:5]([NH:11][C:12]2[C:17]([C:18]3[NH:22][C:21]([NH:23][C:24]4[CH:29]=[CH:28][CH:27]=[C:26]([NH2:30])[CH:25]=4)=[N:20][N:19]=3)=[CH:16][CH:15]=[CH:14][N:13]=2)[CH:6]=[C:7]([O:9][CH3:10])[CH:8]=1. The catalyst class is: 29. (10) Reactant: [F:1][C:2]([F:7])([F:6])[C:3]([OH:5])=[O:4].[Cl:8][C:9]1[CH:10]=[C:11]2[C:16](=[CH:17][CH:18]=1)[CH:15]=[C:14]([S:19]([CH2:22][CH2:23][CH2:24][CH2:25][NH:26]C(=O)OC(C)(C)C)(=[O:21])=[O:20])[CH:13]=[CH:12]2. Product: [F:1][C:2]([F:7])([F:6])[C:3]([OH:5])=[O:4].[Cl:8][C:9]1[CH:10]=[C:11]2[C:16](=[CH:17][CH:18]=1)[CH:15]=[C:14]([S:19]([CH2:22][CH2:23][CH2:24][CH2:25][NH2:26])(=[O:20])=[O:21])[CH:13]=[CH:12]2. The catalyst class is: 11.